This data is from Peptide-MHC class I binding affinity with 185,985 pairs from IEDB/IMGT. The task is: Regression. Given a peptide amino acid sequence and an MHC pseudo amino acid sequence, predict their binding affinity value. This is MHC class I binding data. (1) The peptide sequence is YTSGPGIRY. The MHC is Mamu-B6601 with pseudo-sequence YSYMYEEKAARTDVDTLYIIYRDYTWAVWAYTWY. The binding affinity (normalized) is 0.390. (2) The peptide sequence is TVNPIVTEK. The MHC is HLA-A68:01 with pseudo-sequence HLA-A68:01. The binding affinity (normalized) is 0.697. (3) The peptide sequence is AELLAACF. The MHC is H-2-Kk with pseudo-sequence H-2-Kk. The binding affinity (normalized) is 0.938. (4) The peptide sequence is SSDDFALIV. The MHC is HLA-B15:01 with pseudo-sequence HLA-B15:01. The binding affinity (normalized) is 0.0847. (5) The peptide sequence is LAIKQYGDI. The MHC is HLA-A02:01 with pseudo-sequence HLA-A02:01. The binding affinity (normalized) is 0.0206. (6) The peptide sequence is KAGQYVTIW. The MHC is HLA-B35:01 with pseudo-sequence HLA-B35:01. The binding affinity (normalized) is 0. (7) The peptide sequence is VPPTNSINK. The MHC is HLA-B58:01 with pseudo-sequence HLA-B58:01. The binding affinity (normalized) is 0.0847.